Dataset: Forward reaction prediction with 1.9M reactions from USPTO patents (1976-2016). Task: Predict the product of the given reaction. (1) The product is: [CH2:25]([N:27]([CH3:34])[C:28]([CH3:33])([CH3:32])[C:29]([NH:31][C:21]([C:10]1[C:9]([CH3:24])=[C:8]([C:5]2[CH:4]=[CH:3][C:2]([Cl:1])=[CH:7][CH:6]=2)[N:12]([C:13]2[CH:18]=[CH:17][C:16]([Cl:19])=[CH:15][C:14]=2[Cl:20])[N:11]=1)=[O:22])=[O:30])[CH3:26]. Given the reactants [Cl:1][C:2]1[CH:7]=[CH:6][C:5]([C:8]2[N:12]([C:13]3[CH:18]=[CH:17][C:16]([Cl:19])=[CH:15][C:14]=3[Cl:20])[N:11]=[C:10]([C:21](Cl)=[O:22])[C:9]=2[CH3:24])=[CH:4][CH:3]=1.[CH2:25]([N:27]([CH3:34])[C:28]([CH3:33])([CH3:32])[C:29]([NH2:31])=[O:30])[CH3:26].C[Si]([N-][Si](C)(C)C)(C)C.[Li+], predict the reaction product. (2) Given the reactants [Br:1][C:2]1[CH:3]=[C:4]([C:11]([O:13][CH3:14])=[O:12])[C:5]2[CH:6]=[N:7][NH:8][C:9]=2[CH:10]=1.[H-].[Na+].Br[CH:18]([CH3:20])[CH3:19], predict the reaction product. The product is: [Br:1][C:2]1[CH:3]=[C:4]([C:11]([O:13][CH3:14])=[O:12])[C:5]2[CH:6]=[N:7][N:8]([CH:18]([CH3:20])[CH3:19])[C:9]=2[CH:10]=1.[Br:1][C:2]1[CH:3]=[C:4]([C:11]([O:13][CH3:14])=[O:12])[C:5]2[C:9]([CH:10]=1)=[N:8][N:7]([CH:18]([CH3:20])[CH3:19])[CH:6]=2. (3) Given the reactants [CH:1]1[C:13]2[CH:12]([CH2:14][O:15][C:16]([NH:18][CH:19]([CH3:31])[CH2:20][C:21]3[C:29]4[C:24](=[CH:25][CH:26]=[C:27]([OH:30])[CH:28]=4)[NH:23][N:22]=3)=[O:17])[C:11]3[C:6](=[CH:7][CH:8]=[CH:9][CH:10]=3)[C:5]=2[CH:4]=[CH:3][CH:2]=1.C(N(C(C)C)CC)(C)C.[CH3:41][CH:42]([CH3:46])[C:43](Cl)=[O:44].C(=O)(O)[O-].[Na+], predict the reaction product. The product is: [CH:1]1[C:13]2[CH:12]([CH2:14][O:15][C:16]([NH:18][CH:19]([CH3:31])[CH2:20][C:21]3[C:29]4[C:24](=[CH:25][CH:26]=[C:27]([O:30][C:43](=[O:44])[CH:42]([CH3:46])[CH3:41])[CH:28]=4)[NH:23][N:22]=3)=[O:17])[C:11]3[C:6](=[CH:7][CH:8]=[CH:9][CH:10]=3)[C:5]=2[CH:4]=[CH:3][CH:2]=1. (4) Given the reactants [N:1]([CH2:4][CH2:5][CH2:6][CH2:7][CH2:8][CH2:9][O:10][C@H:11]1[CH2:17][N:16]([CH3:18])[C:15](=[O:19])[C@@H:14]([NH:20][C:21](=[O:37])[C@H:22]([O:35][CH3:36])[C@H:23]([OH:34])[C@@H:24]([OH:33])[C@H:25]([OH:32])/[CH:26]=[CH:27]/[C:28]([CH3:31])([CH3:30])[CH3:29])[CH2:13][CH2:12]1)=[N+]=[N-].O.C1(P(C2C=CC=CC=2)C2C=CC=CC=2)C=CC=CC=1, predict the reaction product. The product is: [NH2:1][CH2:4][CH2:5][CH2:6][CH2:7][CH2:8][CH2:9][O:10][C@H:11]1[CH2:17][N:16]([CH3:18])[C:15](=[O:19])[C@@H:14]([NH:20][C:21](=[O:37])[C@H:22]([O:35][CH3:36])[C@H:23]([OH:34])[C@@H:24]([OH:33])[C@H:25]([OH:32])/[CH:26]=[CH:27]/[C:28]([CH3:29])([CH3:31])[CH3:30])[CH2:13][CH2:12]1. (5) The product is: [Si:15]([O:14][C@H:13]1[CH2:12][NH:11][CH2:10][C@H:9]1[N:8]([CH3:32])[C:6](=[O:7])[O:5][C:1]([CH3:4])([CH3:3])[CH3:2])([C:18]([CH3:21])([CH3:20])[CH3:19])([CH3:16])[CH3:17]. Given the reactants [C:1]([O:5][C:6]([N:8]([CH3:32])[C@H:9]1[C@@H:13]([O:14][Si:15]([C:18]([CH3:21])([CH3:20])[CH3:19])([CH3:17])[CH3:16])[CH2:12][N:11](C(OCC2C=CC=CC=2)=O)[CH2:10]1)=[O:7])([CH3:4])([CH3:3])[CH3:2], predict the reaction product. (6) Given the reactants [F:1][C:2]1[CH:7]=[CH:6][C:5]([OH:8])=[CH:4][CH:3]=1.Br[CH2:10][CH2:11][CH2:12][CH2:13][O:14][CH2:15][C:16]1[CH:21]=[CH:20][CH:19]=[CH:18][CH:17]=1.C(=O)([O-])[O-].[K+].[K+].O, predict the reaction product. The product is: [CH2:15]([O:14][CH2:13][CH2:12][CH2:11][CH2:10][O:8][C:5]1[CH:6]=[CH:7][C:2]([F:1])=[CH:3][CH:4]=1)[C:16]1[CH:21]=[CH:20][CH:19]=[CH:18][CH:17]=1. (7) The product is: [NH:1]1[C:9]2[C:4](=[CH:5][CH:6]=[C:7]([NH:10][C:11]3[N:20]=[C:19]([NH:24][C@@H:25]4[CH2:30][CH2:29][CH2:28][CH2:27][C@@H:26]4[NH:31][C:32]([O:33][C:34]([CH3:37])([CH3:36])[CH3:35])=[O:38])[CH:18]=[C:17]([C:22]#[N:23])[C:12]=3[C:13]([O:15][CH3:16])=[O:14])[CH:8]=2)[CH:3]=[N:2]1. Given the reactants [NH:1]1[C:9]2[C:4](=[CH:5][CH:6]=[C:7]([NH:10][C:11]3[N:20]=[C:19](Cl)[CH:18]=[C:17]([C:22]#[N:23])[C:12]=3[C:13]([O:15][CH3:16])=[O:14])[CH:8]=2)[CH:3]=[N:2]1.[NH2:24][C@@H:25]1[CH2:30][CH2:29][CH2:28][CH2:27][C@@H:26]1[NH:31][C:32](=[O:38])[O:33][C:34]([CH3:37])([CH3:36])[CH3:35].CCN(CC)CC.O, predict the reaction product. (8) Given the reactants [F:1][C:2]1[CH:7]=[CH:6][CH:5]=[C:4]([F:8])[C:3]=1[N:9]1[C:14]2[N:15]=[C:16]([NH:27][CH2:28][C:29]#[N:30])[N:17]=[C:18]([C:19]3[CH:24]=[CH:23][C:22]([F:25])=[CH:21][C:20]=3[CH3:26])[C:13]=2[CH:12]=[CH:11][C:10]1=[O:31].Cl.C(N(CC)CC)C.[N-:40]=[N+:41]=[N-:42].[Na+], predict the reaction product. The product is: [F:1][C:2]1[CH:7]=[CH:6][CH:5]=[C:4]([F:8])[C:3]=1[N:9]1[C:14]2[N:15]=[C:16]([NH:27][CH2:28][C:29]3[NH:42][N:41]=[N:40][N:30]=3)[N:17]=[C:18]([C:19]3[CH:24]=[CH:23][C:22]([F:25])=[CH:21][C:20]=3[CH3:26])[C:13]=2[CH:12]=[CH:11][C:10]1=[O:31].